This data is from Peptide-MHC class I binding affinity with 185,985 pairs from IEDB/IMGT. The task is: Regression. Given a peptide amino acid sequence and an MHC pseudo amino acid sequence, predict their binding affinity value. This is MHC class I binding data. (1) The peptide sequence is KVFFGPIYY. The MHC is HLA-A11:01 with pseudo-sequence HLA-A11:01. The binding affinity (normalized) is 0.714. (2) The peptide sequence is TQLPSKPHY. The MHC is HLA-A02:01 with pseudo-sequence HLA-A02:01. The binding affinity (normalized) is 0.304.